This data is from HIV replication inhibition screening data with 41,000+ compounds from the AIDS Antiviral Screen. The task is: Binary Classification. Given a drug SMILES string, predict its activity (active/inactive) in a high-throughput screening assay against a specified biological target. (1) The drug is COC(=O)C1ON2OC(OC3CCCCC3C(C)(C)c3ccccc3)CC3CCC1C32C. The result is 0 (inactive). (2) The drug is O=c1n(-c2ccccc2)c(=O)n2n1C1Cc3ccccc3C12. The result is 0 (inactive).